The task is: Predict the product of the given reaction.. This data is from Forward reaction prediction with 1.9M reactions from USPTO patents (1976-2016). (1) Given the reactants [C:1]([C:4]1[C:14]([OH:15])=[CH:13][C:12]2[CH:11]3[CH2:16][CH:7]([CH2:8][N:9]([C:17](=[O:22])[C:18]([F:21])([F:20])[F:19])[CH2:10]3)[C:6]=2[CH:5]=1)(=O)[CH3:2].Cl.[NH2:24][OH:25].C([O-])(=O)C.[Na+], predict the reaction product. The product is: [F:20][C:18]([F:21])([F:19])[C:17]([N:9]1[CH2:10][CH:11]2[CH2:16][CH:7]([C:6]3[CH:5]=[C:4]([C:1](=[N:24][OH:25])[CH3:2])[C:14]([OH:15])=[CH:13][C:12]=32)[CH2:8]1)=[O:22]. (2) Given the reactants [Cl:1][C:2]1[CH:16]=[CH:15][C:5]2[N:6]=[N:7][N:8]([CH2:11][C:12]([OH:14])=O)[C:9](=[O:10])[C:4]=2[CH:3]=1.[C:17]1([CH3:26])[CH:22]=[CH:21][C:20]([C@@H:23]([NH2:25])[CH3:24])=[CH:19][CH:18]=1, predict the reaction product. The product is: [Cl:1][C:2]1[CH:16]=[CH:15][C:5]2[N:6]=[N:7][N:8]([CH2:11][C:12]([NH:25][C@H:23]([C:20]3[CH:21]=[CH:22][C:17]([CH3:26])=[CH:18][CH:19]=3)[CH3:24])=[O:14])[C:9](=[O:10])[C:4]=2[CH:3]=1. (3) Given the reactants [CH:1]1([CH2:6][C@H:7]([CH2:26][N:27]([CH:35]=[O:36])[O:28]C2CCCCO2)[C:8]([N:10]2[C@H:14]([C:15]([NH:17][C:18]3[N:23]=[CH:22][C:21]([O:24][CH3:25])=[CH:20][N:19]=3)=[O:16])[CH2:13][CH2:12][NH:11]2)=[O:9])[CH2:5][CH2:4][CH2:3][CH2:2]1.O, predict the reaction product. The product is: [CH:1]1([CH2:6][C@H:7]([CH2:26][N:27]([CH:35]=[O:36])[OH:28])[C:8]([N:10]2[C@H:14]([C:15]([NH:17][C:18]3[N:19]=[CH:20][C:21]([O:24][CH3:25])=[CH:22][N:23]=3)=[O:16])[CH2:13][CH2:12][NH:11]2)=[O:9])[CH2:2][CH2:3][CH2:4][CH2:5]1. (4) Given the reactants [O:1]([C:8]1[C:9]([NH:24][C:25]2[S:26][CH:27]=[C:28]([CH:30]3[CH2:35][CH2:34][N:33](C(OC(C)(C)C)=O)[CH2:32][CH2:31]3)[N:29]=2)=[N:10][CH:11]=[C:12]([S:14][C:15]2[CH:20]=[CH:19][N:18]=[C:17]3[CH:21]=[CH:22][S:23][C:16]=23)[CH:13]=1)[C:2]1[CH:7]=[CH:6][CH:5]=[CH:4][CH:3]=1.CO.Cl, predict the reaction product. The product is: [O:1]([C:8]1[C:9]([NH:24][C:25]2[S:26][CH:27]=[C:28]([CH:30]3[CH2:35][CH2:34][NH:33][CH2:32][CH2:31]3)[N:29]=2)=[N:10][CH:11]=[C:12]([S:14][C:15]2[CH:20]=[CH:19][N:18]=[C:17]3[CH:21]=[CH:22][S:23][C:16]=23)[CH:13]=1)[C:2]1[CH:7]=[CH:6][CH:5]=[CH:4][CH:3]=1. (5) Given the reactants [Cl:1][C:2]1[CH:7]=[CH:6][C:5]([N:8]2[CH2:13][CH2:12][NH:11][CH2:10][CH2:9]2)=[CH:4][C:3]=1[O:14][CH3:15].CCN(CC)CC.[Cl:23][CH2:24][C:25](Cl)=[O:26].C(Cl)Cl, predict the reaction product. The product is: [Cl:23][CH2:24][C:25]([N:11]1[CH2:10][CH2:9][N:8]([C:5]2[CH:6]=[CH:7][C:2]([Cl:1])=[C:3]([O:14][CH3:15])[CH:4]=2)[CH2:13][CH2:12]1)=[O:26]. (6) Given the reactants B(Br)(Br)Br.[CH3:5][O:6][C:7]1[C:8]([CH3:24])=[C:9]([C:19]([O:22]C)=[CH:20][CH:21]=1)[C:10]([O:12][C:13]1[CH:18]=[CH:17][CH:16]=[CH:15][CH:14]=1)=[O:11], predict the reaction product. The product is: [OH:22][C:19]1[C:9]([C:10]([O:12][C:13]2[CH:18]=[CH:17][CH:16]=[CH:15][CH:14]=2)=[O:11])=[C:8]([CH3:24])[C:7]([O:6][CH3:5])=[CH:21][CH:20]=1. (7) Given the reactants [CH2:1]([S:8][C:9]1[N:14]=[C:13]([C:15]([NH:17][CH2:18][CH:19]2[CH2:24][CH2:23][O:22][CH2:21][CH2:20]2)=[O:16])[C:12]([NH:25][C:26]([C:28]2[C:37]3[C:32](=[CH:33][CH:34]=[CH:35][CH:36]=3)[C:31]([CH2:38][O:39][CH3:40])=[CH:30][CH:29]=2)=[O:27])=[CH:11][CH:10]=1)[C:2]1[CH:7]=[CH:6][CH:5]=[CH:4][CH:3]=1.ClC1C=CC=C(C(OO)=[O:49])C=1.[OH2:52], predict the reaction product. The product is: [CH2:1]([S:8]([C:9]1[N:14]=[C:13]([C:15]([NH:17][CH2:18][CH:19]2[CH2:24][CH2:23][O:22][CH2:21][CH2:20]2)=[O:16])[C:12]([NH:25][C:26]([C:28]2[C:37]3[C:32](=[CH:33][CH:34]=[CH:35][CH:36]=3)[C:31]([CH2:38][O:39][CH3:40])=[CH:30][CH:29]=2)=[O:27])=[CH:11][CH:10]=1)=[O:49])[C:2]1[CH:3]=[CH:4][CH:5]=[CH:6][CH:7]=1.[CH2:1]([S:8]([C:9]1[N:14]=[C:13]([C:15]([NH:17][CH2:18][CH:19]2[CH2:24][CH2:23][O:22][CH2:21][CH2:20]2)=[O:16])[C:12]([NH:25][C:26]([C:28]2[C:37]3[C:32](=[CH:33][CH:34]=[CH:35][CH:36]=3)[C:31]([CH2:38][O:39][CH3:40])=[CH:30][CH:29]=2)=[O:27])=[CH:11][CH:10]=1)(=[O:49])=[O:52])[C:2]1[CH:3]=[CH:4][CH:5]=[CH:6][CH:7]=1. (8) Given the reactants [F:1][CH:2]([F:26])[C:3]1[O:4][C:5]([C:16]2[CH:25]=[CH:24][C:19]([O:20][CH2:21][CH2:22][OH:23])=[CH:18][CH:17]=2)=[C:6]([C:8]2[CH:9]=[N:10][C:11]([O:14][CH3:15])=[CH:12][CH:13]=2)[N:7]=1.C(N(CC)CC)C.[CH3:34][S:35](Cl)(=[O:37])=[O:36], predict the reaction product. The product is: [CH3:34][S:35]([O:23][CH2:22][CH2:21][O:20][C:19]1[CH:24]=[CH:25][C:16]([C:5]2[O:4][C:3]([CH:2]([F:1])[F:26])=[N:7][C:6]=2[C:8]2[CH:9]=[N:10][C:11]([O:14][CH3:15])=[CH:12][CH:13]=2)=[CH:17][CH:18]=1)(=[O:37])=[O:36]. (9) Given the reactants [NH2:1][C:2]1[C:11]2[C:6](=[CH:7][CH:8]=[CH:9][CH:10]=2)[C:5]([Cl:12])=[CH:4][C:3]=1[C:13]([OH:22])([C:18]([F:21])([F:20])[F:19])[C:14]([F:17])([F:16])[F:15].[C:23](OC(=O)C)(=[O:25])[CH3:24], predict the reaction product. The product is: [Cl:12][C:5]1[C:6]2[C:11](=[CH:10][CH:9]=[CH:8][CH:7]=2)[C:2]([NH:1][C:23](=[O:25])[CH3:24])=[C:3]([C:13]([OH:22])([C:14]([F:15])([F:16])[F:17])[C:18]([F:21])([F:19])[F:20])[CH:4]=1.